This data is from Drug-target binding data from BindingDB using Ki measurements. The task is: Regression. Given a target protein amino acid sequence and a drug SMILES string, predict the binding affinity score between them. We predict pKi (pKi = -log10(Ki in M); higher means stronger inhibition). Dataset: bindingdb_ki. (1) The drug is COCCN(CCOC)c1nc(C)nc2c1nnn2-c1ccc(C(C)C)cc1Br. The target protein (P47866) has sequence MDAALLLSLLEANCSLALAEELLLDGWGEPPDPEGPYSYCNTTLDQIGTCWPQSAPGALVERPCPEYFNGIKYNTTRNAYRECLENGTWASRVNYSHCEPILDDKQRKYDLHYRIALIINYLGHCVSVVALVAAFLLFLVLRSIRCLRNVIHWNLITTFILRNITWFLLQLIDHEVHEGNEVWCRCVTTIFNYFVVTNFFWMFVEGCYLHTAIVMTYSTEHLRKWLFLFIGWCIPCPIIVAWAVGKLYYENEQCWFGKEPGDLVDYIYQGPIILVLLINFVFLFNIVRILMTKLRASTTSETIQYRKAVKATLVLLPLLGITYMLFFVNPGEDDLSQIVFIYFNSFLQSFQGFFVSVFYCFFNGEVRSALRKRWHRWQDHHALRVPVARAMSIPTSPTRISFHSIKQTAAV. The pKi is 5.0. (2) The compound is C=C[C@@]1(C)CC[C@](C)(C(C)C)c2cc3c4c(c[nH]c4c21)C[C@@H](CO)NC(=O)[C@H](C(C)C)N3C. The target protein (P63319) has sequence MAGLGPGGGDSEGGPRPLFCRKGALRQKVVHEVKSHKFTARFFKQPTFCSHCTDFIWGIGKQGLQCQVCSFVVHRRCHEFVTFECPGAGKGPQTDDPRNKHKFRLHSYSSPTFCDHCGSLLYGLVHQGMKCSCCEMNVHRRCVRSVPSLCGVDHTERRGRLQLEIRAPTSDEIHITVGEARNLIPMDPNGLSDPYVKLKLIPDPRNLTKQKTKTVKATLNPVWNETFVFNLKPGDVERRLSVEVWDWDRTSRNDFMGAMSFGVSELLKAPVDGWYKLLNQEEGEYYNVPVADADNCSLLQKFEACNYPLELYERVRMGPSSSPIPSPSPSPTDSKRCFFGASPGRLHISDFSFLMVLGKGSFGKVMLAERRGSDELYAIKILKKDVIVQDDDVDCTLVEKRVLALGGRGPGGRPHFLTQLHSTFQTPDRLYFVMEYVTGGDLMYHIQQLGKFKEPHAAFYAAEIAIGLFFLHNQGIIYRDLKLDNVMLDAEGHIKITDFG.... The pKi is 8.7. (3) The target protein (P29276) has sequence MQLETQDALYVALELVIAALAVAGNVLVCAAVGASSALQTPTNYFLVSLATADVAVGLFAIPFAITISLGFCTDFHSCLFLACFVLVLTQSSIFSLLAVAVDRYLAIRVPLRYKGLVTGTRARGIIAVLWVLAFGIGLTPFLGWNSKDRATSNCTEPGDGITNKSCCPVKCLFENVVPMSYMVYFNFFGCVLPPLLIMMVIYIKIFMVACKQLQHMELMEHSRTTLQREIHAAKSLAMIVGIFALCWLPVHAINCITLFHPALAKDKPKWVMNVAILLSHANSVVNPIVYAYRNRDFRYSFHRIISRYVLCQTDTKGGSGQAGGQSTFSLSL. The pKi is 6.0. The small molecule is Oc1ccc(C[C@@H]2CCCN2CCCCCCN2CCC[C@@H]2Cc2ccc(O)c(O)c2)cc1O. (4) The pKi is 8.2. The target protein (Q28309) has sequence MAVNGTALLLANVTYITVEILIGLCAIVGNVLVIWVVKLNPSLQTTTFYFIVSLALADIAVGVLVMPLAIVISLGITIQFYNCLFMTCLLLIFTHASIMSLLAIAVDRYLRVKLTVRYRRVTTQRRIWLALGLCWLVSFLVGLTPMFGWNMKLTSEHQRNVTFLSCQFSSVMRMDYMVYFSFFTWILIPLVVMCAIYLDIFYVIRNKLNQNFSSSKETGAFYGREFKTAKSLFLVLFLFAFSWLPLSIINCITYFHGEVPQIILYLGILLSHANSMMNPIVYAYKIKKFKETYLLIFKTYMICQSSDSLDSSTE. The small molecule is CCCNc1nc(C#Cc2ccc(Cl)s2)nc2c1ncn2[C@H]1[C@H](O)[C@H](O)[C@]2(C(=O)NC)C[C@H]12. (5) The small molecule is CN(C)CCCC1(c2ccc(F)cc2)OCc2cc(C#N)ccc21. The target protein (O55192) has sequence MLLARMNPQVQPELGGADPLPEQPLRPCKTADLLVVKERNGVQCLLASQDSDAQPRETWGKKIDFLLSVVGFAVDLANVWRFPYLCYKNGGGAFLIPYTLFLIIAGMPLFYMELALGQYNREGAATVWKICPFFKGVGYAVILIALYVGFYYNVIIAWSLYYLFASFTLNLPWTNCGHSWNSPNCTDPKLLNASVLGDHTKYSKYKFTPAAEFYERGVLHLHESSGIHDIGLPQWQLLLCLMVVIVVLYFSLWKGVKTSGKVVWITATLPYFVLFVLLVHGVTLPGASNGINAYLHIDFYRLKEATVWIDAATQIFFSLGAGFGVLIAFASYNKFDNNCYRDALLTSTINCVTSFISGFAIFSILGYMAHEHKVNIEDVATEGAGLVFILYPEAISTLSGSTFWAVLFFLMLLALGLDSSMGGMEAVITGLADDFQVLKRHRKLFTCVVTISTFLLALFCITKGGIYVLTLLDTFAAGTSILFAVLMEAIGVSWFYGVDR.... The pKi is 6.0. (6) The small molecule is CCCN(CCC)[C@@H]1Cc2cc(F)c(O)cc2[C@H]1c1ccccc1. The target protein (P21918) has sequence MLPPGSNGTAYPGQFALYQQLAQGNAVGGSAGAPPLGPSQVVTACLLTLLIIWTLLGNVLVCAAIVRSRHLRANMTNVFIVSLAVSDLFVALLVMPWKAVAEVAGYWPFGAFCDVWVAFDIMCSTASILNLCVISVDRYWAISRPFRYKRKMTQRMALVMVGLAWTLSILISFIPVQLNWHRDQAASWGGLDLPNNLANWTPWEEDFWEPDVNAENCDSSLNRTYAISSSLISFYIPVAIMIVTYTRIYRIAQVQIRRISSLERAAEHAQSCRSSAACAPDTSLRASIKKETKVLKTLSVIMGVFVCCWLPFFILNCMVPFCSGHPEGPPAGFPCVSETTFDVFVWFGWANSSLNPVIYAFNADFQKVFAQLLGCSHFCSRTPVETVNISNELISYNQDIVFHKEIAAAYIHMMPNAVTPGNREVDNDEEEGPFDRMFQIYQTSPDGDPVAESVWELDCEGEISLDKITPFTPNGFH. The pKi is 4.6. (7) The small molecule is C/C=C1\CC[C@@]2(C)[C@@H](CC[C@@H]2[C@H](C)CCCC(C)(C)O)\C1=C\C=C1C[C@@H](O)C[C@H](O)C1. The target protein (P13053) has sequence MEATAASTSLPDPGDFDRNVPRICGVCGDRATGFHFNAMTCEGCKGFFRRSMKRKALFTCPFNGDCRITKDNRRHCQACRLKRCVDIGMMKEFILTDEEVQRKREMIMKRKEEEALKDSLRPKLSEEQQHIIAILLDAHHKTYDPTYADFRDFRPPVRMDGSTGSYSPRPTLSFSGNSSSSSSDLYTTSLDMMEPSGFSNLDLNGEDSDDPSVTLDLSPLSMLPHLADLVSYSIQKVIGFAKMIPGFRDLTSDDQIVLLKSSAIEVIMLRSNQSFTMDDMSWDCGSQDYKYDVTDVSKAGHTLELIEPLIKFQVGLKKLNLHEEEHVLLMAICIVSPDRPGVQDAKLVEAIQDRLSNTLQTYIRCRHPPPGSHQLYAKMIQKLADLRSLNEEHSKQYRSLSFQPENSMKLTPLVLEVFGNEIS. The pKi is 5.0. (8) The compound is COC(=O)C(N)CCP(=O)(O)OC. The target protein sequence is MCGIFGYVNFLVDKSRGEIIDNLIEGLQRLEYRGYDSAGIAVDGKLTKDPSNGDEEYMDSIIVKTTGKVKVLKQKIIDDQIDRSAIFDNHVGIAHTRWATHGQPKTENCHPHKSDPKGEFIVVHNGIITNYAALRKYLLSKGHVFESETDTECIAKLFKHFYDLNVKAGVFPDLNELTKQVLHELEGSYGLLVKSYHYPGEVCGTRKGSPLLVGVKTDKKLKVDFVDVEFEAQQQHRPQQPQINHNGATSAAELGFIPVAPGEQNLRTSQSRAFLSEDDLPMPVEFFLSSDPASVVQHTKKVLFLEDDDIAHIYDGELRIHRASTKSAGESTVRPIQTLEMELNEIMKGPYKHFMQKEIFEQPDSAFNTMRGRIDFENCVVTLGGLKSWLSTIRRCRRIIMIACGTSYHSCLATRSIFEELTEIPVSVELASDFLDRRSPVFRDDTCVFVSQSGETADSILALQYCLERGALTVGIVNSVGSSMSRQTHCGVHINAGPEI.... The pKi is 2.9.